From a dataset of NCI-60 drug combinations with 297,098 pairs across 59 cell lines. Regression. Given two drug SMILES strings and cell line genomic features, predict the synergy score measuring deviation from expected non-interaction effect. (1) Drug 1: CC1C(C(CC(O1)OC2CC(CC3=C2C(=C4C(=C3O)C(=O)C5=C(C4=O)C(=CC=C5)OC)O)(C(=O)CO)O)N)O.Cl. Drug 2: COCCOC1=C(C=C2C(=C1)C(=NC=N2)NC3=CC=CC(=C3)C#C)OCCOC.Cl. Cell line: OVCAR-8. Synergy scores: CSS=3.16, Synergy_ZIP=-0.190, Synergy_Bliss=1.50, Synergy_Loewe=0.769, Synergy_HSA=1.68. (2) Drug 1: CN1CCC(CC1)COC2=C(C=C3C(=C2)N=CN=C3NC4=C(C=C(C=C4)Br)F)OC. Drug 2: CC1CCC2CC(C(=CC=CC=CC(CC(C(=O)C(C(C(=CC(C(=O)CC(OC(=O)C3CCCCN3C(=O)C(=O)C1(O2)O)C(C)CC4CCC(C(C4)OC)O)C)C)O)OC)C)C)C)OC. Cell line: EKVX. Synergy scores: CSS=43.1, Synergy_ZIP=0.468, Synergy_Bliss=1.27, Synergy_Loewe=5.97, Synergy_HSA=7.69. (3) Drug 1: C(=O)(N)NO. Drug 2: C1=NC2=C(N=C(N=C2N1C3C(C(C(O3)CO)O)F)Cl)N. Cell line: SN12C. Synergy scores: CSS=40.7, Synergy_ZIP=-11.4, Synergy_Bliss=-4.13, Synergy_Loewe=-2.11, Synergy_HSA=-1.68. (4) Drug 1: CC1CCC2CC(C(=CC=CC=CC(CC(C(=O)C(C(C(=CC(C(=O)CC(OC(=O)C3CCCCN3C(=O)C(=O)C1(O2)O)C(C)CC4CCC(C(C4)OC)OCCO)C)C)O)OC)C)C)C)OC. Drug 2: C1C(C(OC1N2C=NC3=C2NC=NCC3O)CO)O. Cell line: KM12. Synergy scores: CSS=-5.46, Synergy_ZIP=-3.42, Synergy_Bliss=-3.81, Synergy_Loewe=-19.7, Synergy_HSA=-11.5. (5) Drug 1: C1=CC(=CC=C1CCC2=CNC3=C2C(=O)NC(=N3)N)C(=O)NC(CCC(=O)O)C(=O)O. Drug 2: COC1=CC(=CC(=C1O)OC)C2C3C(COC3=O)C(C4=CC5=C(C=C24)OCO5)OC6C(C(C7C(O6)COC(O7)C8=CC=CS8)O)O. Cell line: SNB-19. Synergy scores: CSS=61.4, Synergy_ZIP=-3.08, Synergy_Bliss=-3.46, Synergy_Loewe=-1.69, Synergy_HSA=1.81. (6) Drug 1: CCN(CC)CCNC(=O)C1=C(NC(=C1C)C=C2C3=C(C=CC(=C3)F)NC2=O)C. Drug 2: C1=CC=C(C(=C1)C(C2=CC=C(C=C2)Cl)C(Cl)Cl)Cl. Cell line: SK-OV-3. Synergy scores: CSS=-1.67, Synergy_ZIP=0.943, Synergy_Bliss=2.42, Synergy_Loewe=-1.87, Synergy_HSA=-2.21.